From a dataset of Forward reaction prediction with 1.9M reactions from USPTO patents (1976-2016). Predict the product of the given reaction. Given the reactants [CH2:1]([C:3]1[CH2:26][CH:25]([C:27]2[CH:28]=[N:29][CH:30]=[CH:31][CH:32]=2)[O:24][C:5]2([CH2:10][CH2:9][N:8]([C:11]([C:13]3[CH:18]=[CH:17][C:16]([O:19][CH:20]([CH3:22])[CH3:21])=[C:15]([CH3:23])[CH:14]=3)=[O:12])[CH2:7][CH2:6]2)[CH:4]=1)[CH3:2], predict the reaction product. The product is: [CH2:1]([C@H:3]1[CH2:4][C:5]2([CH2:10][CH2:9][N:8]([C:11]([C:13]3[CH:18]=[CH:17][C:16]([O:19][CH:20]([CH3:22])[CH3:21])=[C:15]([CH3:23])[CH:14]=3)=[O:12])[CH2:7][CH2:6]2)[O:24][C@@H:25]([C:27]2[CH:28]=[N:29][CH:30]=[CH:31][CH:32]=2)[CH2:26]1)[CH3:2].